This data is from Reaction yield outcomes from USPTO patents with 853,638 reactions. The task is: Predict the reaction yield, written as a fraction of the theoretical maximum amount of product (1.0 means a 100% yield; for example, 0.34 means a 34% yield). The reactants are [CH:1]1([S:7]([CH2:10][C:11]2[N:12]=[C:13]([C:17]3[CH:26]=[CH:25][C:20]([C:21]([O:23]C)=[O:22])=[CH:19][CH:18]=3)[O:14][C:15]=2[CH3:16])(=[O:9])=[O:8])[CH2:6][CH2:5][CH2:4][CH2:3][CH2:2]1.O. The catalyst is Cl. The product is [CH:1]1([S:7]([CH2:10][C:11]2[N:12]=[C:13]([C:17]3[CH:18]=[CH:19][C:20]([C:21]([OH:23])=[O:22])=[CH:25][CH:26]=3)[O:14][C:15]=2[CH3:16])(=[O:9])=[O:8])[CH2:2][CH2:3][CH2:4][CH2:5][CH2:6]1. The yield is 0.880.